The task is: Predict which catalyst facilitates the given reaction.. This data is from Catalyst prediction with 721,799 reactions and 888 catalyst types from USPTO. (1) Reactant: Cl[C:2]1[CH:7]=[C:6]([Cl:8])[N:5]=[CH:4][N:3]=1.[OH:9][C:10]1[CH:19]=[CH:18][C:13]2[NH:14][C:15](=[O:17])[O:16][C:12]=2[CH:11]=1.C(=O)([O-])[O-].[K+].[K+].O. Product: [Cl:8][C:6]1[N:5]=[CH:4][N:3]=[C:2]([O:9][C:10]2[CH:19]=[CH:18][C:13]3[NH:14][C:15](=[O:17])[O:16][C:12]=3[CH:11]=2)[CH:7]=1. The catalyst class is: 3. (2) Reactant: [CH3:1][O:2][C:3](=[O:22])[CH2:4][C:5]1[CH:10]=[CH:9][C:8]([CH:11]2[CH2:13][CH2:12]2)=[C:7]([O:14][Si](C(C)(C)C)(C)C)[CH:6]=1.CCCC[N+](CCCC)(CCCC)CCCC.[F-].Cl. Product: [CH3:1][O:2][C:3](=[O:22])[CH2:4][C:5]1[CH:10]=[CH:9][C:8]([CH:11]2[CH2:12][CH2:13]2)=[C:7]([OH:14])[CH:6]=1. The catalyst class is: 1. (3) Reactant: Br[C:2]1[CH:3]=[C:4]2[C:9](=[CH:10][CH:11]=1)[C:8]([CH2:12][N:13]1[C:24](=[O:25])[C@@H:23]([NH:26][C:27](=[O:39])[C@@H:28]([N:30]([CH3:38])[C:31](=[O:37])[O:32][C:33]([CH3:36])([CH3:35])[CH3:34])[CH3:29])[C:17]3([CH2:22][CH2:21][O:20][CH2:19][CH2:18]3)[O:16][C:15]3[CH:40]=[CH:41][CH:42]=[CH:43][C:14]1=3)=[C:7]([O:44][CH3:45])[CH:6]=[CH:5]2.C1(P(C2C=CC=CC=2)C2[C:66]3[O:65][C:64]4C(=CC=CC=4P(C4C=CC=CC=4)C4C=CC=CC=4)C(C)(C)C=3C=CC=2)C=CC=CC=1.C[OH:89]. Product: [C:33]([O:32][C:31]([N:30]([CH3:38])[C@@H:28]([CH3:29])[C:27]([NH:26][C@H:23]1[C:17]2([CH2:22][CH2:21][O:20][CH2:19][CH2:18]2)[O:16][C:15]2[CH:40]=[CH:41][CH:42]=[CH:43][C:14]=2[N:13]([CH2:12][C:8]2[C:7]([O:44][CH3:45])=[CH:6][CH:5]=[C:4]3[C:9]=2[CH:10]=[CH:11][C:2]([C:64]([O:65][CH3:66])=[O:89])=[CH:3]3)[C:24]1=[O:25])=[O:39])=[O:37])([CH3:34])([CH3:35])[CH3:36]. The catalyst class is: 318. (4) Reactant: Br[CH2:2][CH2:3][N:4]1[CH:8]=[CH:7][CH:6]=[N:5]1.[CH2:9]([NH2:12])[CH2:10][NH2:11]. Product: [N:4]1([CH2:3][CH2:2][N:11]=[CH:10][CH2:9][NH2:12])[CH:8]=[CH:7][CH:6]=[N:5]1. The catalyst class is: 30. (5) Reactant: [NH2:1][C:2]1[CH:7]=[CH:6][C:5](CC([O-])=O)=[CH:4][C:3]=1[OH:12].[C:13]([O:16][C:17]1[CH:29]=[C:28]([CH:30]=O)[CH:27]=[CH:26][C:18]=1[O:19][CH2:20][C:21]([O:23][CH2:24][CH3:25])=[O:22])(=[O:15])[CH3:14].CCN(CC)CC.[BH-]([O:40][C:41]([CH3:43])=[O:42])([O:40][C:41]([CH3:43])=[O:42])[O:40][C:41]([CH3:43])=[O:42].[Na+]. Product: [C:13]([O:16][C:17]1[CH:29]=[C:28]([CH2:30][NH:1][C:2]2[CH:7]=[CH:6][C:5]([O:42][C:41](=[O:40])[CH3:43])=[CH:4][C:3]=2[OH:12])[CH:27]=[CH:26][C:18]=1[O:19][CH2:20][C:21]([O:23][CH2:24][CH3:25])=[O:22])(=[O:15])[CH3:14]. The catalyst class is: 2. (6) Reactant: [Cl:1][C:2]1[CH:3]=[C:4](CC#N)[CH:5]=[CH:6][C:7]=1[S:8][CH3:9].[C:13]([O:16]C(C)C)(=[O:15])[CH3:14]. Product: [Cl:1][C:2]1[CH:3]=[C:4]([CH2:14][C:13]([OH:16])=[O:15])[CH:5]=[CH:6][C:7]=1[S:8][CH3:9]. The catalyst class is: 33.